Dataset: Full USPTO retrosynthesis dataset with 1.9M reactions from patents (1976-2016). Task: Predict the reactants needed to synthesize the given product. (1) The reactants are: [CH2:1]([C:3]1[CH:8]=[CH:7][CH:6]=[CH:5][C:4]=1[OH:9])[CH3:2].C(=O)([O-])[O-].[K+].[K+].[CH2:16]([O:18][C:19](=[O:22])[CH2:20]Br)[CH3:17]. Given the product [CH2:1]([C:3]1[CH:8]=[CH:7][CH:6]=[CH:5][C:4]=1[O:9][CH2:20][C:19]([O:18][CH2:16][CH3:17])=[O:22])[CH3:2], predict the reactants needed to synthesize it. (2) Given the product [OH:14][N:13]=[C:7]([C:2]1[CH:3]=[CH:4][CH:5]=[CH:6][N:1]=1)[C:8]([O:10][CH2:11][CH3:12])=[O:9], predict the reactants needed to synthesize it. The reactants are: [N:1]1[CH:6]=[CH:5][CH:4]=[CH:3][C:2]=1[CH2:7][C:8]([O:10][CH2:11][CH3:12])=[O:9].[N:13]([O-])=[O:14].[Na+]. (3) Given the product [F:18][C:14]1[N:13]=[C:12]([O:11][C:8]2[CH:9]=[CH:10][C:5]([CH:3]([OH:4])[C:2]([F:21])([F:22])[F:1])=[CH:6][C:7]=2[OH:19])[CH:17]=[CH:16][CH:15]=1, predict the reactants needed to synthesize it. The reactants are: [F:1][C:2]([F:22])([F:21])[CH:3]([C:5]1[CH:10]=[CH:9][C:8]([O:11][C:12]2[CH:17]=[CH:16][CH:15]=[C:14]([F:18])[N:13]=2)=[C:7]([O:19]C)[CH:6]=1)[OH:4].B(Br)(Br)Br. (4) Given the product [OH:5][CH2:4][C@@H:3]([NH:6][C:7]([C@@H:9]1[CH2:24][C@@:23]2([O:30][CH3:29])[C@@H:12]([CH2:13][C:14]3[C:18]4[C:17]([N:16]([CH3:25])[CH:15]=3)=[CH:22][CH:21]=[CH:20][C:19]=42)[N:11]([CH3:26])[CH2:10]1)=[O:8])[CH2:2][CH3:1], predict the reactants needed to synthesize it. The reactants are: [CH3:1][CH2:2][C@H:3]([NH:6][C:7]([C@@H:9]1[CH:24]=[C:23]2[C@@H:12]([CH2:13][C:14]3[C:18]4[C:19]2=[CH:20][CH:21]=[CH:22][C:17]=4[N:16]([CH3:25])[CH:15]=3)[N:11]([CH3:26])[CH2:10]1)=[O:8])[CH2:4][OH:5].C(/C(O)=O)=C/[C:29](O)=[O:30].OS(O)(=O)=O.[OH-].[Na+]. (5) Given the product [Cl:1][C:2]1[CH:3]=[CH:4][C:5]([C:23]#[N:24])=[C:6]([C:8]2[C:13]([O:14][CH3:15])=[CH:12][N:11]([CH:16]([CH2:20][CH3:21])[C:17]([NH:35][C:32]3[CH:33]=[C:34]4[C:29](=[CH:30][CH:31]=3)[NH:28][N:27]=[C:26]4[Cl:25])=[O:18])[C:10](=[O:22])[CH:9]=2)[CH:7]=1.[Cl:25][C:26]1[C:34]2[C:29](=[CH:30][CH:31]=[C:32]([NH2:35])[CH:33]=2)[NH:28][N:27]=1, predict the reactants needed to synthesize it. The reactants are: [Cl:1][C:2]1[CH:3]=[CH:4][C:5]([C:23]#[N:24])=[C:6]([C:8]2[C:13]([O:14][CH3:15])=[CH:12][N:11]([CH:16]([CH2:20][CH3:21])[C:17](O)=[O:18])[C:10](=[O:22])[CH:9]=2)[CH:7]=1.[Cl:25][C:26]1[C:34]2[C:29](=[CH:30][CH:31]=[C:32]([NH2:35])[CH:33]=2)[NH:28][N:27]=1. (6) Given the product [F:15][C:16]1([F:23])[CH2:21][CH2:20][CH:19]([NH:22][C:2]2[C:11]3[C:6](=[C:7]([N+:12]([O-:14])=[O:13])[CH:8]=[CH:9][CH:10]=3)[N:5]=[CH:4][N:3]=2)[CH2:18][CH2:17]1, predict the reactants needed to synthesize it. The reactants are: Cl[C:2]1[C:11]2[C:6](=[C:7]([N+:12]([O-:14])=[O:13])[CH:8]=[CH:9][CH:10]=2)[N:5]=[CH:4][N:3]=1.[F:15][C:16]1([F:23])[CH2:21][CH2:20][CH:19]([NH2:22])[CH2:18][CH2:17]1.CCN(C(C)C)C(C)C.